From a dataset of Forward reaction prediction with 1.9M reactions from USPTO patents (1976-2016). Predict the product of the given reaction. (1) The product is: [NH2:41][C:40]1[C:36]([C:32]2[N:33]([CH2:34][CH3:35])[C:21]3[CH:20]=[C:19]([O:18][CH2:17][C@@H:16]([NH2:12])[CH3:42])[N:24]=[C:23]([C:25]#[C:26][C:27]([CH3:28])([OH:30])[CH3:29])[C:22]=3[N:31]=2)=[N:37][O:38][N:39]=1. Given the reactants Cl.O1CCOCC1.CC([N:12]([C@@H:16]([CH3:42])[CH2:17][O:18][C:19]1[N:24]=[C:23]([C:25]#[C:26][C:27]([OH:30])([CH3:29])[CH3:28])[C:22]2[N:31]=[C:32]([C:36]3[C:40]([NH2:41])=[N:39][O:38][N:37]=3)[N:33]([CH2:34][CH3:35])[C:21]=2[CH:20]=1)C(=O)[O-])(C)C, predict the reaction product. (2) Given the reactants [CH2:1]([O:8][C:9]([C:11]1[C:19]2[C:14](=[CH:15][CH:16]=[C:17]([O:20][C:21]([C:24]([OH:26])=O)([CH3:23])[CH3:22])[CH:18]=2)[NH:13][C:12]=1[CH3:27])=[O:10])[C:2]1[CH:7]=[CH:6][CH:5]=[CH:4][CH:3]=1.[CH2:28]([NH:30][CH2:31][CH3:32])[CH3:29].CN(C(ON1N=NC2C=CC=CC1=2)=[N+](C)C)C.F[P-](F)(F)(F)(F)F.CCCCCC.C(OCC)(=O)C, predict the reaction product. The product is: [CH2:1]([O:8][C:9]([C:11]1[C:19]2[C:14](=[CH:15][CH:16]=[C:17]([O:20][C:21]([C:24](=[O:26])[N:30]([CH2:31][CH3:32])[CH2:28][CH3:29])([CH3:22])[CH3:23])[CH:18]=2)[NH:13][C:12]=1[CH3:27])=[O:10])[C:2]1[CH:3]=[CH:4][CH:5]=[CH:6][CH:7]=1. (3) Given the reactants [CH3:1][C@:2]1([C:25]2[CH:30]=[CH:29][CH:28]=[CH:27][CH:26]=2)[C:11]2[C:6]3=[C:7]([C@:15]([CH3:24])([C:18]4[CH:23]=[CH:22][CH:21]=[CH:20][CH:19]=4)[CH2:16][CH2:17][N:5]3[CH2:4][CH2:3]1)[CH:8]=[C:9]([N+:12]([O-])=O)[CH:10]=2, predict the reaction product. The product is: [CH3:1][C@:2]1([C:25]2[CH:30]=[CH:29][CH:28]=[CH:27][CH:26]=2)[C:11]2[C:6]3=[C:7]([C@:15]([CH3:24])([C:18]4[CH:23]=[CH:22][CH:21]=[CH:20][CH:19]=4)[CH2:16][CH2:17][N:5]3[CH2:4][CH2:3]1)[CH:8]=[C:9]([NH2:12])[CH:10]=2. (4) The product is: [NH2:1][C:5]1[CH:6]=[C:7]([C:12]([OH:14])=[O:13])[C:8]([OH:11])=[CH:9][CH:10]=1. Given the reactants [NH:1]([C:5]1[CH:10]=[CH:9][C:8]([OH:11])=[CH:7][CH:6]=1)C(C)=O.[C:12](=O)([O-:14])[O-:13].[K+].[K+].C(=O)=O, predict the reaction product. (5) Given the reactants [C:1]([O:5][C:6](=[O:12])[NH:7][CH2:8][CH:9]([OH:11])[CH3:10])([CH3:4])([CH3:3])[CH3:2].C(N(CC)CC)C.[CH3:20][S:21](Cl)(=[O:23])=[O:22], predict the reaction product. The product is: [C:1]([O:5][C:6]([NH:7][CH2:8][CH:9]([O:11][S:21]([CH3:20])(=[O:23])=[O:22])[CH3:10])=[O:12])([CH3:2])([CH3:4])[CH3:3]. (6) Given the reactants [CH3:1][O:2][C:3]1[CH:4]=[C:5]2[C:10](=[CH:11][CH:12]=1)[C:9](=[O:13])[CH:8]([CH2:14][C:15]([O:17][CH2:18][CH3:19])=[O:16])[CH2:7][CH2:6]2.[H-].[Na+].[CH2:22](I)[CH3:23], predict the reaction product. The product is: [CH2:22]([C:8]1([CH2:14][C:15]([O:17][CH2:18][CH3:19])=[O:16])[CH2:7][CH2:6][C:5]2[C:10](=[CH:11][CH:12]=[C:3]([O:2][CH3:1])[CH:4]=2)[C:9]1=[O:13])[CH3:23].